Dataset: Forward reaction prediction with 1.9M reactions from USPTO patents (1976-2016). Task: Predict the product of the given reaction. (1) The product is: [C:2]([C@@H:5]([NH:28][C:29](=[O:38])[O:30][CH2:31][C:32]1[CH:37]=[CH:36][CH:35]=[CH:34][CH:33]=1)[CH2:6][C@H:7]1[CH2:18][CH2:17][C:16]2[S:15][C:14]3[N:13]=[CH:12][N:11]=[C:10]([O:19][CH:20]4[CH2:21][CH2:22][CH:23]([N:26]([CH3:42])[CH3:27])[CH2:24][CH2:25]4)[C:9]=3[C:8]1=2)(=[O:4])[NH2:3]. Given the reactants Cl.[C:2]([C@@H:5]([NH:28][C:29](=[O:38])[O:30][CH2:31][C:32]1[CH:37]=[CH:36][CH:35]=[CH:34][CH:33]=1)[CH2:6][C@H:7]1[CH2:18][CH2:17][C:16]2[S:15][C:14]3[N:13]=[CH:12][N:11]=[C:10]([O:19][CH:20]4[CH2:25][CH2:24][CH:23]([NH:26][CH3:27])[CH2:22][CH2:21]4)[C:9]=3[C:8]1=2)(=[O:4])[NH2:3].C=O.[BH3-][C:42]#N.[Na+], predict the reaction product. (2) Given the reactants [CH3:1][O:2][C:3]1[CH:8]=[CH:7][C:6]([CH:9]([OH:19])[CH2:10][CH2:11][CH2:12][C:13]2[CH:18]=[N:17][CH:16]=[CH:15][N:14]=2)=[C:5]([CH3:20])[C:4]=1[CH3:21].CC(OI1(OC(C)=O)(OC(C)=O)OC(=O)C2C=CC=CC1=2)=O, predict the reaction product. The product is: [CH3:1][O:2][C:3]1[CH:8]=[CH:7][C:6]([C:9](=[O:19])[CH2:10][CH2:11][CH2:12][C:13]2[CH:18]=[N:17][CH:16]=[CH:15][N:14]=2)=[C:5]([CH3:20])[C:4]=1[CH3:21]. (3) Given the reactants [F:1][C:2]1[CH:7]=[CH:6][C:5]([Mg]Br)=[CH:4][CH:3]=1.[Cl:10][CH2:11][C:12]1[CH:20]=[C:19]([C:21]#[N:22])[CH:18]=[CH:17][C:13]=1[C:14](Cl)=[O:15].[Cl-].[NH4+].C(OCC)(=O)C.CCCCCC, predict the reaction product. The product is: [Cl:10][CH2:11][C:12]1[CH:20]=[C:19]([CH:18]=[CH:17][C:13]=1[C:14](=[O:15])[C:5]1[CH:6]=[CH:7][C:2]([F:1])=[CH:3][CH:4]=1)[C:21]#[N:22]. (4) The product is: [ClH:37].[CH3:2][O:3][C:4]([CH:6]1[CH2:11][N:10]([C:12]2[S:13][CH:14]=[C:15]([C:17]3[CH2:21][CH:20]([C:22]4[C:27]([F:28])=[CH:26][CH:25]=[CH:24][C:23]=4[F:29])[O:19][N:18]=3)[N:16]=2)[CH2:9][CH2:8][NH:7]1)=[O:5]. Given the reactants Cl.[CH3:2][O:3][C:4]([CH:6]1[CH2:11][N:10]([C:12]2[S:13][CH:14]=[C:15]([C:17]3[CH2:21][CH:20]([C:22]4[C:27]([F:28])=[CH:26][CH:25]=[CH:24][C:23]=4[F:29])[O:19][N:18]=3)[N:16]=2)[CH2:9][CH2:8][N:7]1C(OC(C)(C)C)=O)=[O:5].[Cl:37]CCl.CO, predict the reaction product. (5) The product is: [C:7]([C:9]1[CH:14]=[CH:13][C:12]([N:15]2[CH:23]=[C:22]3[C:17]([CH:18]=[CH:19][CH:20]=[C:21]3[C:24]([O:26][CH3:1])=[O:25])=[N:16]2)=[CH:11][CH:10]=1)#[N:8]. Given the reactants [C:1]([O-])([O-])=O.[Cs+].[Cs+].[C:7]([C:9]1[CH:14]=[CH:13][C:12]([N:15]2[CH:23]=[C:22]3[C:17]([CH:18]=[CH:19][CH:20]=[C:21]3[C:24]([OH:26])=[O:25])=[N:16]2)=[CH:11][CH:10]=1)#[N:8].IC, predict the reaction product. (6) Given the reactants Cl[C:2]1[N:7]=[C:6]2[CH:8]=[C:9]([CH3:11])[NH:10][C:5]2=[C:4]([NH:12][CH2:13][C:14]2[C:19]([CH3:20])=[CH:18][CH:17]=[CH:16][C:15]=2[CH2:21][CH3:22])[CH:3]=1.CN([CH:26]=[O:27])C.C(=O)([O-])[O-].[K+].[K+].[C]=O.[CH2:36]([OH:38])[CH3:37], predict the reaction product. The product is: [CH2:36]([O:38][C:26]([C:2]1[N:7]=[C:6]2[CH:8]=[C:9]([CH3:11])[NH:10][C:5]2=[C:4]([NH:12][CH2:13][C:14]2[C:19]([CH3:20])=[CH:18][CH:17]=[CH:16][C:15]=2[CH2:21][CH3:22])[CH:3]=1)=[O:27])[CH3:37].